Dataset: Blood-brain barrier permeability classification from the B3DB database. Task: Regression/Classification. Given a drug SMILES string, predict its absorption, distribution, metabolism, or excretion properties. Task type varies by dataset: regression for continuous measurements (e.g., permeability, clearance, half-life) or binary classification for categorical outcomes (e.g., BBB penetration, CYP inhibition). Dataset: b3db_classification. (1) The compound is C=C1c2cccc(O)c2C(O)=C2C(=O)C3(O)C(O)=C(C(N)=O)C(=O)C(N(C)C)C3C(O)C12. The result is 0 (does not penetrate BBB). (2) The molecule is C=CCN1CC[C@]23c4c5ccc(O)c4O[C@H]2[C@@H](O)C=C[C@H]3[C@H]1C5. The result is 1 (penetrates BBB). (3) The molecule is CO/N=C(/C(=O)N[C@@H]1C(=O)N2C(C(=O)O)=C(CSC(=O)c3ccco3)CS[C@H]12)c1csc(N)n1. The result is 0 (does not penetrate BBB). (4) The result is 1 (penetrates BBB). The molecule is C[C@@H](C(=O)O)c1cccc(C(=O)c2ccccc2)c1. (5) The compound is NC(=O)c1cnn([C@@H]2O[C@H](CO)[C@@H](O)[C@H]2O)n1. The result is 1 (penetrates BBB). (6) The compound is CCOC(=O)C(CCc1ccccc1)NC(C)C(=O)N1Cc2ccccc2CC1C(=O)O. The result is 0 (does not penetrate BBB). (7) The drug is CCC1(O)CC2CN(CCc3c([nH]c4ccccc34)C(C(=O)OC)(c3cc4c(cc3OC)N(C=O)C3C(O)(C(=O)OC)C(OC(C)=O)C5(CC)C=CCN6CCC43C65)C2)C1. The result is 0 (does not penetrate BBB).